Regression. Given two drug SMILES strings and cell line genomic features, predict the synergy score measuring deviation from expected non-interaction effect. From a dataset of NCI-60 drug combinations with 297,098 pairs across 59 cell lines. (1) Drug 1: C1CN1C2=NC(=NC(=N2)N3CC3)N4CC4. Drug 2: C1=CC(=CC=C1CCCC(=O)O)N(CCCl)CCCl. Cell line: SW-620. Synergy scores: CSS=32.3, Synergy_ZIP=-0.279, Synergy_Bliss=0.422, Synergy_Loewe=-2.96, Synergy_HSA=2.64. (2) Drug 1: CC1C(C(CC(O1)OC2CC(CC3=C2C(=C4C(=C3O)C(=O)C5=C(C4=O)C(=CC=C5)OC)O)(C(=O)CO)O)N)O.Cl. Drug 2: C(CC(=O)O)C(=O)CN.Cl. Cell line: OVCAR3. Synergy scores: CSS=8.77, Synergy_ZIP=-2.00, Synergy_Bliss=4.95, Synergy_Loewe=1.43, Synergy_HSA=1.75. (3) Drug 1: C1=CC(=C2C(=C1NCCNCCO)C(=O)C3=C(C=CC(=C3C2=O)O)O)NCCNCCO. Drug 2: C1=CC=C(C(=C1)C(C2=CC=C(C=C2)Cl)C(Cl)Cl)Cl. Cell line: LOX IMVI. Synergy scores: CSS=45.6, Synergy_ZIP=6.90, Synergy_Bliss=6.21, Synergy_Loewe=-22.2, Synergy_HSA=7.41. (4) Drug 1: CCC1=C2CN3C(=CC4=C(C3=O)COC(=O)C4(CC)O)C2=NC5=C1C=C(C=C5)O. Drug 2: CC(C)CN1C=NC2=C1C3=CC=CC=C3N=C2N. Cell line: OVCAR-5. Synergy scores: CSS=36.8, Synergy_ZIP=-10.0, Synergy_Bliss=-0.174, Synergy_Loewe=-39.2, Synergy_HSA=-0.0680. (5) Drug 1: CCN(CC)CCNC(=O)C1=C(NC(=C1C)C=C2C3=C(C=CC(=C3)F)NC2=O)C. Drug 2: CNC(=O)C1=NC=CC(=C1)OC2=CC=C(C=C2)NC(=O)NC3=CC(=C(C=C3)Cl)C(F)(F)F. Cell line: SF-295. Synergy scores: CSS=7.45, Synergy_ZIP=-1.81, Synergy_Bliss=-1.26, Synergy_Loewe=2.66, Synergy_HSA=-0.631. (6) Drug 1: CS(=O)(=O)C1=CC(=C(C=C1)C(=O)NC2=CC(=C(C=C2)Cl)C3=CC=CC=N3)Cl. Drug 2: COC1=C(C=C2C(=C1)N=CN=C2NC3=CC(=C(C=C3)F)Cl)OCCCN4CCOCC4. Cell line: HS 578T. Synergy scores: CSS=19.5, Synergy_ZIP=8.20, Synergy_Bliss=17.6, Synergy_Loewe=2.62, Synergy_HSA=11.5. (7) Drug 1: C1CN1P(=S)(N2CC2)N3CC3. Drug 2: CC1C(C(CC(O1)OC2CC(CC3=C2C(=C4C(=C3O)C(=O)C5=CC=CC=C5C4=O)O)(C(=O)C)O)N)O. Cell line: NCI-H460. Synergy scores: CSS=49.4, Synergy_ZIP=-3.83, Synergy_Bliss=-4.85, Synergy_Loewe=0.421, Synergy_HSA=2.08. (8) Drug 1: C1=CN(C(=O)N=C1N)C2C(C(C(O2)CO)O)O.Cl. Drug 2: CCC(=C(C1=CC=CC=C1)C2=CC=C(C=C2)OCCN(C)C)C3=CC=CC=C3.C(C(=O)O)C(CC(=O)O)(C(=O)O)O. Cell line: 786-0. Synergy scores: CSS=30.6, Synergy_ZIP=-8.04, Synergy_Bliss=-3.10, Synergy_Loewe=-27.4, Synergy_HSA=-2.54. (9) Drug 1: CC1=C2C(C(=O)C3(C(CC4C(C3C(C(C2(C)C)(CC1OC(=O)C(C(C5=CC=CC=C5)NC(=O)OC(C)(C)C)O)O)OC(=O)C6=CC=CC=C6)(CO4)OC(=O)C)O)C)O. Drug 2: C1CNP(=O)(OC1)N(CCCl)CCCl. Cell line: OVCAR-8. Synergy scores: CSS=36.1, Synergy_ZIP=16.1, Synergy_Bliss=14.0, Synergy_Loewe=22.0, Synergy_HSA=12.6.